This data is from Full USPTO retrosynthesis dataset with 1.9M reactions from patents (1976-2016). The task is: Predict the reactants needed to synthesize the given product. (1) Given the product [Cl:38][C:37]1[C:27]2[C:26](=[CH:31][C:30]([O:36][CH2:35][CH2:34][O:33][CH3:32])=[CH:29][CH:28]=2)[N:2]=[N:1][CH:8]=1, predict the reactants needed to synthesize it. The reactants are: [N:1]([C:8](OCC)=O)=[N:2]C(OCC)=O.[C:26]1(P([C:26]2[CH:31]=[CH:30][CH:29]=[CH:28][CH:27]=2)[C:26]2[CH:31]=[CH:30][CH:29]=[CH:28][CH:27]=2)[CH:31]=[CH:30][CH:29]=[CH:28][CH:27]=1.[CH3:32][O:33][CH2:34][CH2:35][OH:36].[CH2:37](Cl)[Cl:38]. (2) Given the product [CH3:53][O:54][C:55]([C:57]1[CH:78]=[CH:77][C:60]2[NH:61][C:62]([NH:64][C:65]([C:67]3[N:68]=[CH:69][C:70]4[C:75]([CH:76]=3)=[CH:74][CH:73]=[CH:72][CH:71]=4)=[O:66])=[N:63][C:59]=2[CH:58]=1)=[O:56].[CH:69]1[C:70]2[C:75](=[CH:74][CH:73]=[CH:72][CH:71]=2)[CH:76]=[C:67]([C:65]([NH:64][C:62]2[NH:61][C:60]3[CH:77]=[CH:78][C:57]([C:55]([OH:56])=[O:54])=[CH:58][C:59]=3[N:63]=2)=[O:66])[N:68]=1, predict the reactants needed to synthesize it. The reactants are: O.C1C2C(=CC=CC=2)C=C(C(O)=O)N=1.CN(C(ON1N=NC2C=CC=CC1=2)=[N+](C)C)C.F[P-](F)(F)(F)(F)F.COC(C1C=CC2NC(N)=NC=2C=1)=O.[CH3:53][O:54][C:55]([C:57]1[CH:78]=[CH:77][C:60]2[NH:61][C:62]([NH:64][C:65]([C:67]3[N:68]=[CH:69][C:70]4[C:75]([CH:76]=3)=[CH:74][CH:73]=[CH:72][CH:71]=4)=[O:66])=[N:63][C:59]=2[CH:58]=1)=[O:56]. (3) Given the product [CH2:18]([O:20][C:21]([C:23]1[CH:24]=[C:25]([NH:29][C:30]2[N:32]=[C:5]([C:7]3[C:8]([Cl:13])=[N:9][CH:10]=[CH:11][CH:12]=3)[CH:4]=[CH:3][N:31]=2)[CH:26]=[CH:27][CH:28]=1)=[O:22])[CH3:19], predict the reactants needed to synthesize it. The reactants are: CN(C)[CH:3]=[CH:4][C:5]([C:7]1[C:8]([Cl:13])=[N:9][CH:10]=[CH:11][CH:12]=1)=O.N(O)=O.[CH2:18]([O:20][C:21]([C:23]1[CH:24]=[C:25]([NH:29][C:30]([NH2:32])=[NH:31])[CH:26]=[CH:27][CH:28]=1)=[O:22])[CH3:19].[OH-].[Li+]. (4) Given the product [C:13]([CH:4]1[CH2:3][C:2]([CH3:9])([CH3:1])[CH2:7][CH2:6][C:5]1=[O:8])(=[O:14])[CH3:12], predict the reactants needed to synthesize it. The reactants are: [CH3:1][C:2]1([CH3:9])[CH2:7][CH2:6][C:5](=[O:8])[CH2:4][CH2:3]1.[H-].[Na+].[CH3:12][C:13](=O)[O:14]CC.